From a dataset of KCNQ2 potassium channel screen with 302,405 compounds. Binary Classification. Given a drug SMILES string, predict its activity (active/inactive) in a high-throughput screening assay against a specified biological target. (1) The drug is O=C(N1CCCC1)Cn1c2c(c(c1C)C#N)cccc2. The result is 0 (inactive). (2) The compound is S1(=O)(=O)N(C(=CC(=N1)c1ccc(cc1)C)C(=O)NCc1cc2OCOc2cc1)C. The result is 0 (inactive).